This data is from Full USPTO retrosynthesis dataset with 1.9M reactions from patents (1976-2016). The task is: Predict the reactants needed to synthesize the given product. (1) Given the product [CH3:15][O:16][C:17]1[CH:18]=[CH:19][C:20]([N:23]2[CH2:28][CH2:27][N:26]([C:2]3[C:3]([CH3:14])=[C:4]([CH3:13])[C:5]4[O:9][C:8]([CH3:11])([CH3:10])[CH2:7][C:6]=4[CH:12]=3)[CH2:25][CH2:24]2)=[CH:21][CH:22]=1, predict the reactants needed to synthesize it. The reactants are: Br[C:2]1[C:3]([CH3:14])=[C:4]([CH3:13])[C:5]2[O:9][C:8]([CH3:11])([CH3:10])[CH2:7][C:6]=2[CH:12]=1.[CH3:15][O:16][C:17]1[CH:22]=[CH:21][C:20]([N:23]2[CH2:28][CH2:27][NH:26][CH2:25][CH2:24]2)=[CH:19][CH:18]=1. (2) Given the product [CH2:26]([N:8]1[C@H:1]([C:2]2[CH:7]=[CH:6][CH:5]=[CH:4][CH:3]=2)[CH:13]=[CH:12][CH2:11][CH:10]([N:14]2[C:15](=[O:24])[C:16]3[C:21](=[CH:20][CH:19]=[CH:18][CH:17]=3)[C:22]2=[O:23])[C:9]1=[O:25])[C:29]1[CH:34]=[CH:33][CH:32]=[CH:31][CH:30]=1, predict the reactants needed to synthesize it. The reactants are: [CH2:1]([N:8]([C@H:26]([C:29]1[CH:34]=[CH:33][CH:32]=[CH:31][CH:30]=1)C=C)[C:9](=[O:25])[CH:10]([N:14]1[C:22](=[O:23])[C:21]2[C:16](=[CH:17][CH:18]=[CH:19][CH:20]=2)[C:15]1=[O:24])[CH2:11][CH:12]=[CH2:13])[C:2]1[CH:7]=[CH:6][CH:5]=[CH:4][CH:3]=1.CS(C)=O. (3) Given the product [CH:10]([NH:13][C:14]([C@H:16]1[CH2:20][CH2:19][CH2:18][C@H:17]1[NH:21][C:3]1[C:2]([Br:1])=[CH:7][N:6]=[C:5]([Cl:8])[N:4]=1)=[O:15])([CH3:12])[CH3:11], predict the reactants needed to synthesize it. The reactants are: [Br:1][C:2]1[C:3](Cl)=[N:4][C:5]([Cl:8])=[N:6][CH:7]=1.[CH:10]([NH:13][C:14]([C@H:16]1[CH2:20][CH2:19][CH2:18][C@H:17]1[NH2:21])=[O:15])([CH3:12])[CH3:11].CCN(C(C)C)C(C)C.CO. (4) Given the product [Cl:1][C:14]1[CH:15]=[C:16]([CH3:18])[N:10]=[C:2]([C:3]2[CH:4]=[N:5][CH:6]=[CH:7][CH:8]=2)[N:9]=1, predict the reactants needed to synthesize it. The reactants are: [ClH:1].[C:2]([NH2:10])(=[NH:9])[C:3]1[CH:8]=[CH:7][CH:6]=[N:5][CH:4]=1.C[O-].[Na+].[C:14](OC)(=O)[CH2:15][C:16]([CH3:18])=O. (5) Given the product [CH2:19]([C:21]1[CH:26]=[C:25]([C:38](=[O:39])[C:37]2[CH:41]=[CH:42][C:43]([O:44][CH3:45])=[C:35]([O:34][CH3:33])[CH:36]=2)[CH:24]=[CH:23][C:22]=1[CH2:27][CH3:28])[CH3:20], predict the reactants needed to synthesize it. The reactants are: C(C1C=C(C=CC=1CC)C(C1C=CC=CC=1)=O)C.[CH2:19]([C:21]1[CH:26]=[CH:25][CH:24]=[CH:23][C:22]=1[CH2:27][CH3:28])[CH3:20].[Cl-].[Al+3].[Cl-].[Cl-].[CH3:33][O:34][C:35]1[CH:36]=[C:37]([CH:41]=[CH:42][C:43]=1[O:44][CH3:45])[C:38](Cl)=[O:39]. (6) The reactants are: [F:1][C:2]([F:42])([F:41])[C:3]1[CH:4]=[C:5]([CH:34]=[C:35]([C:37]([F:40])([F:39])[F:38])[CH:36]=1)[CH2:6][N:7]([CH2:14][C:15]1[CH:20]=[C:19]([C:21]([F:24])([F:23])[F:22])[CH:18]=[CH:17][C:16]=1[C:25](=O)[C:26]([CH2:31][CH3:32])=[CH:27]N(C)C)[C:8]1[N:9]=[N:10][N:11]([CH3:13])[N:12]=1.[OH:43][CH2:44][CH2:45][NH:46][NH2:47]. Given the product [F:40][C:37]([F:38])([F:39])[C:35]1[CH:34]=[C:5]([CH:4]=[C:3]([C:2]([F:1])([F:41])[F:42])[CH:36]=1)[CH2:6][N:7]([CH2:14][C:15]1[CH:20]=[C:19]([C:21]([F:24])([F:23])[F:22])[CH:18]=[CH:17][C:16]=1[C:25]1[C:26]([CH2:31][CH3:32])=[CH:27][N:46]([CH2:45][CH2:44][OH:43])[N:47]=1)[C:8]1[N:9]=[N:10][N:11]([CH3:13])[N:12]=1, predict the reactants needed to synthesize it. (7) Given the product [Br:1][C:2]1[CH:3]=[C:4]([O:9][CH:11]([F:13])[F:12])[CH:5]=[C:6]([F:8])[CH:7]=1, predict the reactants needed to synthesize it. The reactants are: [Br:1][C:2]1[CH:3]=[C:4]([OH:9])[CH:5]=[C:6]([F:8])[CH:7]=1.Cl[CH:11]([F:13])[F:12].